From a dataset of Forward reaction prediction with 1.9M reactions from USPTO patents (1976-2016). Predict the product of the given reaction. (1) Given the reactants [H-].[Na+].[N+:3]([C:6]1[C:7]([C:12]2[CH:13]=[C:14]([OH:18])[CH:15]=[CH:16][CH:17]=2)=[N:8][CH:9]=[CH:10][CH:11]=1)([O-:5])=[O:4].Br[CH2:20][CH2:21][F:22].O, predict the reaction product. The product is: [F:22][CH2:21][CH2:20][O:18][C:14]1[CH:13]=[C:12]([C:7]2[C:6]([N+:3]([O-:5])=[O:4])=[CH:11][CH:10]=[CH:9][N:8]=2)[CH:17]=[CH:16][CH:15]=1. (2) Given the reactants [NH2:1][C:2]1[N:10]=[CH:9][CH:8]=[CH:7][C:3]=1[C:4]([OH:6])=O.ON1C2C=CC=CC=2N=N1.CCN=C=NCCCN(C)C.[CH3:32][C:33]1[CH:34]=[C:35]([CH:45]=[CH:46][C:47]=1[CH3:48])[O:36][C:37]1[CH:44]=[CH:43][C:40]([CH2:41][NH2:42])=[CH:39][CH:38]=1.C(=O)(O)[O-].[Na+], predict the reaction product. The product is: [CH3:32][C:33]1[CH:34]=[C:35]([CH:45]=[CH:46][C:47]=1[CH3:48])[O:36][C:37]1[CH:44]=[CH:43][C:40]([CH2:41][NH:42][C:4](=[O:6])[C:3]2[CH:7]=[CH:8][CH:9]=[N:10][C:2]=2[NH2:1])=[CH:39][CH:38]=1. (3) The product is: [F:39][C:33]1[CH:34]=[C:35]([F:38])[CH:36]=[CH:37][C:32]=1[O:31][CH:28]1[CH2:27][CH2:26][N:25]([C:20]2[N:21]=[C:22]3[CH2:23][CH2:24][NH:15][CH2:16][C:17]3=[N:18][C:19]=2[NH:40][C@H:41]([CH3:45])[CH2:42][O:43][CH3:44])[CH2:30][CH2:29]1. Given the reactants OC(C(F)(F)F)=O.C([N:15]1[CH2:24][CH2:23][C:22]2[C:17](=[N:18][C:19]([NH:40][C@H:41]([CH3:45])[CH2:42][O:43][CH3:44])=[C:20]([N:25]3[CH2:30][CH2:29][CH:28]([O:31][C:32]4[CH:37]=[CH:36][C:35]([F:38])=[CH:34][C:33]=4[F:39])[CH2:27][CH2:26]3)[N:21]=2)[CH2:16]1)C1C=CC=CC=1, predict the reaction product. (4) Given the reactants Cl[C:2]1[N:7]=[C:6]([C:8]2[CH:13]=[CH:12][CH:11]=[CH:10][CH:9]=2)[N:5]=[C:4]([NH:14][CH3:15])[N:3]=1.[NH:16]1[CH2:21][CH2:20][CH:19]([C:22]([OH:24])=[O:23])[CH2:18][CH2:17]1.[OH-].[Na+], predict the reaction product. The product is: [CH3:15][NH:14][C:4]1[N:5]=[C:6]([C:8]2[CH:9]=[CH:10][CH:11]=[CH:12][CH:13]=2)[N:7]=[C:2]([N:16]2[CH2:21][CH2:20][CH:19]([C:22]([OH:24])=[O:23])[CH2:18][CH2:17]2)[N:3]=1. (5) Given the reactants [C:1]([O:5][C:6](=[O:36])[NH:7][C:8]1([C:12]2[CH:17]=[CH:16][C:15]([C:18]3[C:19]([C:30]4[CH:35]=[CH:34][CH:33]=[CH:32][CH:31]=4)=[CH:20][C:21]4[NH:26]/[C:25](=[N:27]/[NH2:28])/[CH2:24][O:23][C:22]=4[N:29]=3)=[CH:14][CH:13]=2)[CH2:11][CH2:10][CH2:9]1)([CH3:4])([CH3:3])[CH3:2].CO[C:39](OC)(OC)[CH3:40], predict the reaction product. The product is: [CH3:39][C:40]1[N:26]2[C:21]3[CH:20]=[C:19]([C:30]4[CH:31]=[CH:32][CH:33]=[CH:34][CH:35]=4)[C:18]([C:15]4[CH:14]=[CH:13][C:12]([C:8]5([NH:7][C:6](=[O:36])[O:5][C:1]([CH3:4])([CH3:2])[CH3:3])[CH2:11][CH2:10][CH2:9]5)=[CH:17][CH:16]=4)=[N:29][C:22]=3[O:23][CH2:24][C:25]2=[N:27][N:28]=1. (6) Given the reactants [H-].[Al+3].[Li+].[H-].[H-].[H-].[NH2:7][C:8]1[CH:9]=[C:10]2[C:15](=[CH:16][CH:17]=1)[NH:14][C:13](=[O:18])[CH2:12][CH2:11]2.[CH2:19]([N:26]1[C:30]2[CH:31]=[C:32]([Cl:35])[CH:33]=[CH:34][C:29]=2[N:28]=[C:27]1[C:36](OC)=[O:37])[C:20]1[CH:25]=[CH:24][CH:23]=[CH:22][CH:21]=1.[OH-].[K+], predict the reaction product. The product is: [CH2:19]([N:26]1[C:30]2[CH:31]=[C:32]([Cl:35])[CH:33]=[CH:34][C:29]=2[N:28]=[C:27]1[C:36]([NH:7][C:8]1[CH:9]=[C:10]2[C:15](=[CH:16][CH:17]=1)[NH:14][C:13](=[O:18])[CH2:12][CH2:11]2)=[O:37])[C:20]1[CH:21]=[CH:22][CH:23]=[CH:24][CH:25]=1. (7) Given the reactants [C:1]([O:5][C:6]([N:8]1[CH2:12][CH2:11][C@@H:10]([OH:13])[C@H:9]1[C:14]([OH:16])=O)=[O:7])([CH3:4])([CH3:3])[CH3:2].CCN(C(C)C)C(C)C.CN(C(ON1N=NC2C=CC=NC1=2)=[N+](C)C)C.F[P-](F)(F)(F)(F)F.[F:50][C:51]1[CH:56]=[CH:55][C:54]([CH2:57][NH2:58])=[CH:53][C:52]=1[C:59]1[CH:64]=[N:63][C:62]([C:65]([F:68])([F:67])[F:66])=[CH:61][N:60]=1, predict the reaction product. The product is: [F:50][C:51]1[CH:56]=[CH:55][C:54]([CH2:57][NH:58][C:14]([C@@H:9]2[C@H:10]([OH:13])[CH2:11][CH2:12][N:8]2[C:6]([O:5][C:1]([CH3:2])([CH3:3])[CH3:4])=[O:7])=[O:16])=[CH:53][C:52]=1[C:59]1[CH:64]=[N:63][C:62]([C:65]([F:68])([F:66])[F:67])=[CH:61][N:60]=1.